This data is from Reaction yield outcomes from USPTO patents with 853,638 reactions. The task is: Predict the reaction yield, written as a fraction of the theoretical maximum amount of product (1.0 means a 100% yield; for example, 0.34 means a 34% yield). (1) The reactants are [I-].C[S+](C)C.[Li][CH2:7]CCC.[C:11]([Si:15]([O:18][CH2:19][C@@H:20]1[C@H:24]2[O:25][C:26]([CH3:29])([CH3:28])[O:27][C@H:23]2[C@@H:22]2[O:30][C@H:21]12)([CH3:17])[CH3:16])([CH3:14])([CH3:13])[CH3:12]. The catalyst is C1COCC1. The product is [Si:15]([O:18][CH2:19][C@@H:20]1[C@H:24]2[O:25][C:26]([CH3:29])([CH3:28])[O:27][C@H:23]2[C@H:22]([OH:30])[C:21]1=[CH2:7])([C:11]([CH3:14])([CH3:12])[CH3:13])([CH3:17])[CH3:16]. The yield is 0.800. (2) The reactants are [C:1]([CH2:4][O:5][CH2:6][C:7]([NH:9][CH2:10][CH2:11][CH2:12][CH2:13][CH2:14][CH2:15][CH2:16][NH:17][C:18]([CH2:20][O:21][CH2:22][C:23]([OH:25])=O)=[O:19])=[O:8])([OH:3])=O.CN(C(ON1N=[N:41][C:36]2[CH:37]=[CH:38][CH:39]=[CH:40][C:35]1=2)=[N+](C)C)C.F[P-](F)(F)(F)(F)F.CC[N:52]([CH:56]([CH3:58])[CH3:57])[CH:53]([CH3:55])[CH3:54].[NH2:59][C:60]1[CH:88]=[CH:87][C:63]([CH2:64][C:65]2[CH:69]=[C:68]([C:70]3[CH:75]=[CH:74][C:73]([Br:76])=[CH:72][CH:71]=3)[N:67]([C:77]3[CH:82]=[CH:81][C:80]([S:83]([NH2:86])(=[O:85])=[O:84])=[CH:79][CH:78]=3)[N:66]=2)=[CH:62][CH:61]=1. The catalyst is CN(C=O)C. The product is [Br:76][C:73]1[CH:72]=[CH:71][C:70]([C:68]2[N:67]([C:77]3[CH:82]=[CH:81][C:80]([S:83](=[O:85])(=[O:84])[NH2:86])=[CH:79][CH:78]=3)[N:66]=[C:65]([CH2:64][C:63]3[CH:87]=[CH:88][C:60]([NH:59][C:23]([CH2:22][O:21][CH2:20][C:18]([NH:17][CH2:16][CH2:15][CH2:14][CH2:13][CH2:12][CH2:11][CH2:10][NH:9][C:7]([CH2:6][O:5][CH2:4][C:1]([CH:61]([C:60]4[CH:58]=[C:56]([C:57]5[CH:75]=[CH:74][C:73]([Br:76])=[CH:72][CH:71]=5)[N:52]([C:53]5[CH:54]=[CH:79][C:80]([S:83]([NH2:86])(=[O:85])=[O:84])=[CH:81][CH:55]=5)[N:59]=4)[C:39]4[CH:40]=[CH:35][C:36]([NH2:41])=[CH:37][CH:38]=4)=[O:3])=[O:8])=[O:19])=[O:25])=[CH:61][CH:62]=3)[CH:69]=2)=[CH:75][CH:74]=1. The yield is 0.521.